Dataset: Reaction yield outcomes from USPTO patents with 853,638 reactions. Task: Predict the reaction yield, written as a fraction of the theoretical maximum amount of product (1.0 means a 100% yield; for example, 0.34 means a 34% yield). (1) The reactants are [ClH:1].C(O/[CH:5]=[C:6]1\[C:7](=O)[C:8]2[C:13]([O:14][C:15]3\1[CH2:20][CH2:19][NH:18][CH2:17][CH2:16]3)=[CH:12][CH:11]=[CH:10][CH:9]=2)C.[CH3:22][NH:23][NH2:24]. The catalyst is C(O)C. The product is [ClH:1].[CH3:22][N:23]1[CH:5]=[C:6]2[C:15]3([O:14][C:13]4[CH:12]=[CH:11][CH:10]=[CH:9][C:8]=4[C:7]2=[N:24]1)[CH2:20][CH2:19][NH:18][CH2:17][CH2:16]3. The yield is 0.740. (2) The reactants are [NH2:1][CH:2]([CH2:6][C:7]([F:10])([F:9])[F:8])[C:3]([OH:5])=[O:4].[C:11](O[C:11]([O:13][C:14]([CH3:17])([CH3:16])[CH3:15])=[O:12])([O:13][C:14]([CH3:17])([CH3:16])[CH3:15])=[O:12].C(N(CC)CC)C. The catalyst is ClCCl. The product is [C:14]([O:13][C:11]([NH:1][CH:2]([CH2:6][C:7]([F:10])([F:9])[F:8])[C:3]([OH:5])=[O:4])=[O:12])([CH3:17])([CH3:16])[CH3:15]. The yield is 0.740. (3) The reactants are [Si:1]([O:18][C@@H:19]([CH2:22][CH2:23][CH2:24][OH:25])[CH2:20][OH:21])([C:14]([CH3:17])([CH3:16])[CH3:15])([C:8]1[CH:13]=[CH:12][CH:11]=[CH:10][CH:9]=1)[C:2]1[CH:7]=[CH:6][CH:5]=[CH:4][CH:3]=1.C=O.B(F)(F)F.[CH3:32]COCC. The product is [Si:1]([O:18][C@H:19]1[CH2:22][CH2:23][CH2:24][O:25][CH2:32][O:21][CH2:20]1)([C:14]([CH3:17])([CH3:16])[CH3:15])([C:8]1[CH:13]=[CH:12][CH:11]=[CH:10][CH:9]=1)[C:2]1[CH:3]=[CH:4][CH:5]=[CH:6][CH:7]=1. The yield is 0.510. The catalyst is CCOC(C)=O. (4) The reactants are [CH2:1]([N:3]([CH2:28][CH3:29])[CH2:4][CH2:5][O:6][C:7]1[CH:8]=[CH:9][C:10]2[C:14]3[CH:15]=[CH:16][C:17]([O:19][CH2:20][CH2:21][N:22]([CH2:25][CH3:26])[CH2:23][CH3:24])=[CH:18][C:13]=3[S:12][C:11]=2[CH:27]=1)[CH3:2].C1C[O:33]CC1. No catalyst specified. The product is [CH2:28]([N:3]([CH2:1][CH3:2])[CH2:4][CH2:5][O:6][C:7]1[CH:8]=[CH:9][C:10]2[C:14]3[CH:15]=[CH:16][C:17]([O:19][CH2:20][CH2:21][N:22]([CH2:25][CH3:26])[CH2:23][CH3:24])=[CH:18][C:13]=3[S:12](=[O:33])[C:11]=2[CH:27]=1)[CH3:29]. The yield is 1.00. (5) The yield is 0.660. The product is [CH3:10][O:9][C:6]1[C:7](=[O:8])[C:2]([C:36]2[N:32]([C:26]3[CH:27]=[CH:28][CH:29]=[CH:30][CH:31]=3)[N:33]=[CH:34][CH:35]=2)=[N:3][N:4]([C:11]2[C:24]([F:25])=[CH:23][C:14]3[O:15][C:16]([F:22])([F:21])[C:17]([F:20])([F:19])[O:18][C:13]=3[CH:12]=2)[CH:5]=1. The reactants are Br[C:2]1[C:7](=[O:8])[C:6]([O:9][CH3:10])=[CH:5][N:4]([C:11]2[C:24]([F:25])=[CH:23][C:14]3[O:15][C:16]([F:22])([F:21])[C:17]([F:20])([F:19])[O:18][C:13]=3[CH:12]=2)[N:3]=1.[C:26]1([N:32]2[C:36](B3OC(C)(C)C(C)(C)O3)=[CH:35][CH:34]=[N:33]2)[CH:31]=[CH:30][CH:29]=[CH:28][CH:27]=1.C([O-])([O-])=O.[K+].[K+]. The catalyst is C1(C)C=CC=CC=1.O.[Cl-].[Na+].O.C([O-])(O)=O.[Na+]. (6) The reactants are [BrH:1].BrC[C:4]1[CH:5]=[C:6]2[C:10](=[CH:11][CH:12]=1)[NH:9][N:8]=[CH:7]2.[O:13]1[CH:18]=[CH:17][CH2:16][CH2:15][CH2:14]1.Cl[CH2:20]Cl. The catalyst is O1CCCC1. The product is [Br:1][CH2:20][C:5]1[CH:4]=[CH:12][CH:11]=[C:10]2[C:6]=1[CH:7]=[N:8][N:9]2[CH:18]1[CH2:17][CH2:16][CH2:15][CH2:14][O:13]1. The yield is 0.780.